This data is from Reaction yield outcomes from USPTO patents with 853,638 reactions. The task is: Predict the reaction yield, written as a fraction of the theoretical maximum amount of product (1.0 means a 100% yield; for example, 0.34 means a 34% yield). (1) The reactants are [CH3:1][O:2][C:3]1[CH:8]=[CH:7][C:6]([C:9]2(O)[C:13]3[C:14]([CH3:36])=[C:15]([N:20]4[CH2:25][CH2:24][CH:23]([C:26]5[CH:31]=[CH:30][C:29]([O:32][CH3:33])=[C:28]([O:34][CH3:35])[CH:27]=5)[CH2:22][CH2:21]4)[C:16]([CH3:19])=[C:17]([CH3:18])[C:12]=3[O:11][C:10]2([CH3:38])[CH3:37])=[CH:5][CH:4]=1. The catalyst is CCCCCC.CO. The product is [CH3:1][O:2][C:3]1[CH:8]=[CH:7][C:6]([CH:9]2[C:13]3[C:14]([CH3:36])=[C:15]([N:20]4[CH2:25][CH2:24][CH:23]([C:26]5[CH:31]=[CH:30][C:29]([O:32][CH3:33])=[C:28]([O:34][CH3:35])[CH:27]=5)[CH2:22][CH2:21]4)[C:16]([CH3:19])=[C:17]([CH3:18])[C:12]=3[O:11][C:10]2([CH3:38])[CH3:37])=[CH:5][CH:4]=1. The yield is 0.820. (2) The reactants are Br[C:2]1[CH:3]=[N:4][CH:5]=[C:6]([N+:9]([O-:11])=[O:10])[C:7]=1[NH2:8].[CH3:12][N:13]1[CH2:18][CH2:17][NH:16][CH2:15][CH2:14]1. The catalyst is CCOC(C)=O.O. The product is [CH3:12][N:13]1[CH2:18][CH2:17][N:16]([C:2]2[CH:3]=[N:4][CH:5]=[C:6]([N+:9]([O-:11])=[O:10])[C:7]=2[NH2:8])[CH2:15][CH2:14]1. The yield is 0.567. (3) The reactants are [CH3:1][O:2][C:3]1[CH:8]=[CH:7][C:6]([C:9]2[CH:14]=[CH:13][C:12]([C:15]([NH:17][C@H:18]([C:27]([O:29][CH3:30])=[O:28])[CH2:19][C:20]([O:22][C:23]([CH3:26])([CH3:25])[CH3:24])=[O:21])=[O:16])=[C:11]([N+:31]([O-])=O)[CH:10]=2)=[CH:5][CH:4]=1.C(OCC)(=O)C. The catalyst is CO.[Pd]. The product is [NH2:31][C:11]1[CH:10]=[C:9]([C:6]2[CH:5]=[CH:4][C:3]([O:2][CH3:1])=[CH:8][CH:7]=2)[CH:14]=[CH:13][C:12]=1[C:15]([NH:17][C@H:18]([C:27]([O:29][CH3:30])=[O:28])[CH2:19][C:20]([O:22][C:23]([CH3:24])([CH3:26])[CH3:25])=[O:21])=[O:16]. The yield is 1.00. (4) The reactants are Cl.[F:2][C:3]1[CH:8]=[C:7]([S:9]([CH3:12])(=[O:11])=[O:10])[C:6]([F:13])=[CH:5][C:4]=1[NH:14][C@H:15]1[CH2:20][CH2:19][CH2:18][N:17]([CH:21]2[CH2:26][CH2:25][NH:24][CH2:23][CH2:22]2)[C:16]1=[O:27].CCN(C(C)C)C(C)C.Cl[C:38]1[N:43]=[CH:42][C:41]([CH2:44][CH3:45])=[CH:40][N:39]=1. The catalyst is CN(C=O)C. The product is [F:2][C:3]1[CH:8]=[C:7]([S:9]([CH3:12])(=[O:11])=[O:10])[C:6]([F:13])=[CH:5][C:4]=1[NH:14][C@H:15]1[CH2:20][CH2:19][CH2:18][N:17]([CH:21]2[CH2:22][CH2:23][N:24]([C:38]3[N:43]=[CH:42][C:41]([CH2:44][CH3:45])=[CH:40][N:39]=3)[CH2:25][CH2:26]2)[C:16]1=[O:27]. The yield is 0.510. (5) The product is [CH2:1]([C:5]1[O:9][N:8]=[C:7]([C:10]([OH:12])=[O:11])[C:6]=1[C:14]([F:17])([F:16])[F:15])[CH:2]([CH3:4])[CH3:3]. The catalyst is CO.O. The reactants are [CH2:1]([C:5]1[O:9][N:8]=[C:7]([C:10]([O:12]C)=[O:11])[C:6]=1[C:14]([F:17])([F:16])[F:15])[CH:2]([CH3:4])[CH3:3].O.[OH-].[Li+]. The yield is 0.970. (6) The reactants are [NH2:1][C:2]1[C:3]([C:14]([NH:16][NH2:17])=O)=[N:4][C:5]([C:8]2[CH:9]=[N:10][CH:11]=[CH:12][CH:13]=2)=[CH:6][N:7]=1.Cl.[C:19](N)(=[NH:26])[C:20]1[CH:25]=[CH:24][CH:23]=[CH:22][CH:21]=1.C([O-])C.[Na+]. The catalyst is CN(C=O)C. The product is [C:20]1([C:19]2[NH:26][C:14]([C:3]3[C:2]([NH2:1])=[N:7][CH:6]=[C:5]([C:8]4[CH:9]=[N:10][CH:11]=[CH:12][CH:13]=4)[N:4]=3)=[N:16][N:17]=2)[CH:25]=[CH:24][CH:23]=[CH:22][CH:21]=1. The yield is 0.200. (7) The reactants are [C:1]([C:3]1[CH:11]=[CH:10][C:6]([C:7]([OH:9])=[O:8])=[CH:5][C:4]=1[F:12])#[N:2].Cl.[CH3:14]N(C)CCCN=C=NCC. The catalyst is CO.CN(C)C1C=CN=CC=1. The product is [C:1]([C:3]1[CH:11]=[CH:10][C:6]([C:7]([O:9][CH3:14])=[O:8])=[CH:5][C:4]=1[F:12])#[N:2]. The yield is 0.870.